From a dataset of Catalyst prediction with 721,799 reactions and 888 catalyst types from USPTO. Predict which catalyst facilitates the given reaction. (1) Reactant: [C:1]([C:3]1[CH:8]([C:9]2[CH:10]=[C:11]3[C:15](=[CH:16][CH:17]=2)[N:14](C(OC(C)(C)C)=O)[N:13]=[C:12]3[NH:25][S:26]([CH2:29][CH2:30][CH3:31])(=[O:28])=[O:27])[C:7]([C:32]#[N:33])=[C:6]([CH3:34])[NH:5][C:4]=1[CH3:35])#[N:2].FC(F)(F)C(O)=O. Product: [C:1]([C:3]1[CH:8]([C:9]2[CH:10]=[C:11]3[C:15](=[CH:16][CH:17]=2)[NH:14][N:13]=[C:12]3[NH:25][S:26]([CH2:29][CH2:30][CH3:31])(=[O:28])=[O:27])[C:7]([C:32]#[N:33])=[C:6]([CH3:34])[NH:5][C:4]=1[CH3:35])#[N:2]. The catalyst class is: 4. (2) Reactant: C1N=C[N:3]([C:6]([N:8]2C=N[CH:10]=[CH:9]2)=[O:7])C=1.N1C=CN=C1.N[C:19]1[CH:24]=[CH:23][C:22]([C:25]2[CH:30]=[CH:29][CH:28]=[CH:27][CH:26]=2)=[CH:21][CH:20]=1.N[C:32]1[CH:37]=[CH:36]C=C[C:33]=1[C:38]1[NH:42][N:41]=[N:40][N:39]=1. Product: [C:22]1([C:25]2[CH:30]=[CH:29][CH:28]=[CH:27][CH:26]=2)[CH:23]=[CH:24][CH:19]=[CH:20][C:21]=1[C:37]1[CH:36]=[CH:10][C:9]([NH:8][C:6]([NH2:3])=[O:7])=[C:33]([C:38]2[NH:42][N:41]=[N:40][N:39]=2)[CH:32]=1. The catalyst class is: 7. (3) Reactant: C1C=C(Cl)C=C(C(OO)=[O:9])C=1.[CH3:12][C:13]1[N:14]=[C:15]([NH2:27])[S:16][C:17]=1[C:18]1[CH:23]=[C:22]([CH3:24])[N:21]=[C:20]([S:25][CH3:26])[N:19]=1.C(=O)(O)[O-].[Na+]. Product: [CH3:26][S:25]([C:20]1[N:19]=[C:18]([C:17]2[S:16][C:15]([NH2:27])=[N:14][C:13]=2[CH3:12])[CH:23]=[C:22]([CH3:24])[N:21]=1)=[O:9]. The catalyst class is: 4. (4) Reactant: [CH2:1]([C:8]1[CH:13]=[C:12]([CH3:14])[N:11]=[C:10]([Cl:15])[N:9]=1)[C:2]1[CH:7]=[CH:6][CH:5]=[CH:4][CH:3]=1.[ClH:16].Cl.[NH2:18][CH:19]1[CH2:24][CH2:23][N:22]([C:25]2[CH:30]=[CH:29][N:28]=[CH:27][CH:26]=2)[CH2:21][CH2:20]1.C(=O)([O-])[O-].[K+].[K+].C1(P(C2CCCCC2)C2C=CC=CC=2C2C=CC=CC=2)CCCCC1.Cl. Product: [ClH:15].[ClH:16].[CH2:1]([C:8]1[CH:13]=[C:12]([CH3:14])[N:11]=[C:10]([NH:18][CH:19]2[CH2:20][CH2:21][N:22]([C:25]3[CH:26]=[CH:27][N:28]=[CH:29][CH:30]=3)[CH2:23][CH2:24]2)[N:9]=1)[C:2]1[CH:7]=[CH:6][CH:5]=[CH:4][CH:3]=1. The catalyst class is: 160. (5) Reactant: [H-].[Na+].Cl[CH2:4][CH2:5][S:6](Cl)(=[O:8])=[O:7].[CH2:10]([C:12]1[CH:31]=[CH:30][C:15]([O:16][C:17]2[CH:22]=[CH:21][C:20]([C:23]3[C:24]([NH2:29])=[N:25][CH:26]=[CH:27][CH:28]=3)=[CH:19][CH:18]=2)=[CH:14][CH:13]=1)[CH3:11]. Product: [CH2:10]([C:12]1[CH:13]=[CH:14][C:15]([O:16][C:17]2[CH:22]=[CH:21][C:20]([C:23]3[C:24]4=[N:29][S:6](=[O:8])(=[O:7])[CH2:5][CH2:4][N:25]4[CH:26]=[CH:27][CH:28]=3)=[CH:19][CH:18]=2)=[CH:30][CH:31]=1)[CH3:11]. The catalyst class is: 1. (6) Reactant: [OH-:1].[Na+].[NH:3]1[CH2:8][CH2:7][NH:6][CH2:5][CH:4]1[C:9]([OH:11])=[O:10].[CH3:12][C:13]([O:16][C:17](O[C:17]([O:16][C:13]([CH3:15])([CH3:14])[CH3:12])=[O:18])=[O:18])([CH3:15])[CH3:14].Cl. Product: [CH3:15][C:13]([O:16][C:17]([N:3]1[CH2:8][CH2:7][N:6]([C:17]([O:16][C:13]([CH3:15])([CH3:14])[CH3:12])=[O:1])[CH2:5][CH:4]1[C:9]([OH:11])=[O:10])=[O:18])([CH3:12])[CH3:14]. The catalyst class is: 127. (7) Reactant: [H-].[Na+].[OH:3][CH:4]1[CH2:7][N:6]([C:8]([O:10][C:11]([CH3:14])([CH3:13])[CH3:12])=[O:9])[CH2:5]1.I[CH3:16]. Product: [CH3:16][O:3][CH:4]1[CH2:5][N:6]([C:8]([O:10][C:11]([CH3:14])([CH3:13])[CH3:12])=[O:9])[CH2:7]1. The catalyst class is: 1.